Dataset: Full USPTO retrosynthesis dataset with 1.9M reactions from patents (1976-2016). Task: Predict the reactants needed to synthesize the given product. (1) Given the product [CH3:11][O:21][C:8]1[C:9]2[O:10][CH2:18][CH2:19][O:1][C:2]=2[CH:3]=[C:4]([CH:5]=[O:6])[CH:7]=1, predict the reactants needed to synthesize it. The reactants are: [OH:1][C:2]1[CH:3]=[C:4]([CH:7]=[CH:8][C:9]=1[OH:10])[CH:5]=[O:6].[C:11]([O-])([O-])=O.[K+].[K+].Br[CH2:18][CH2:19]Br.[OH2:21]. (2) Given the product [CH3:1][O:2][C:3](=[O:15])[C:4]1[CH:9]=[C:8]([CH3:10])[CH:7]=[C:6]([NH2:11])[C:5]=1[NH2:14], predict the reactants needed to synthesize it. The reactants are: [CH3:1][O:2][C:3](=[O:15])[C:4]1[CH:9]=[C:8]([CH3:10])[CH:7]=[C:6]([N+:11]([O-])=O)[C:5]=1[NH2:14].[H][H]. (3) Given the product [OH:5][C@H:6]1[CH2:10][N:9]([C:11](=[O:32])[CH2:12][C:13]([C:26]2[CH:31]=[CH:30][CH:29]=[CH:28][CH:27]=2)([C:20]2[CH:25]=[CH:24][CH:23]=[CH:22][CH:21]=2)[C:14]2[CH:15]=[CH:16][CH:17]=[CH:18][CH:19]=2)[C@H:8]([C:33]([N:35]2[CH2:39][CH2:38][CH2:37][C@@H:36]2[C:40]([NH:43][CH2:44][CH:45]2[CH2:50][CH2:49][NH:48][CH2:47][CH2:46]2)=[O:42])=[O:34])[CH2:7]1, predict the reactants needed to synthesize it. The reactants are: C([O:5][C@H:6]1[CH2:10][N:9]([C:11](=[O:32])[CH2:12][C:13]([C:26]2[CH:31]=[CH:30][CH:29]=[CH:28][CH:27]=2)([C:20]2[CH:25]=[CH:24][CH:23]=[CH:22][CH:21]=2)[C:14]2[CH:19]=[CH:18][CH:17]=[CH:16][CH:15]=2)[C@H:8]([C:33]([N:35]2[CH2:39][CH2:38][CH2:37][C@@H:36]2[C:40]([OH:42])=O)=[O:34])[CH2:7]1)(C)(C)C.[NH2:43][CH2:44][CH:45]1[CH2:50][CH2:49][N:48](C(OC(C)(C)C)=O)[CH2:47][CH2:46]1. (4) Given the product [CH3:27][C:2]1([C:1]([OH:26])=[O:25])[CH:6]=[CH:5][N:4]([C:12]2[C:21]([F:22])=[CH:20][C:19]3[C:14](=[CH:15][CH:16]=[CH:17][CH:18]=3)[CH:13]=2)[NH:3]1, predict the reactants needed to synthesize it. The reactants are: [CH3:1][C:2]1[CH:6]=[C:5](C(OCC)=O)[N:4]([C:12]2[C:21]([F:22])=[CH:20][C:19]3[C:14](=[CH:15][CH:16]=[CH:17][CH:18]=3)[CH:13]=2)[N:3]=1.O[Li].[OH2:25].[OH2:26].[CH3:27]O. (5) Given the product [CH2:28]([C:13]1[CH:12]=[C:11]([CH:16]=[CH:15][C:14]=1[NH:17][S:18]([C:21]1[CH:22]=[CH:23][C:24]([CH3:27])=[CH:25][CH:26]=1)(=[O:19])=[O:20])[O:10][C:8]1[CH:7]=[CH:6][C:5]([NH:30][S:31]([C:34]2[CH:35]=[CH:36][C:37]([CH3:40])=[CH:38][CH:39]=2)(=[O:33])=[O:32])=[C:4]([CH:9]=1)[C:3]([OH:41])=[O:2])[CH3:29], predict the reactants needed to synthesize it. The reactants are: C[O:2][C:3](=[O:41])[C:4]1[CH:9]=[C:8]([O:10][C:11]2[CH:16]=[CH:15][C:14]([NH:17][S:18]([C:21]3[CH:26]=[CH:25][C:24]([CH3:27])=[CH:23][CH:22]=3)(=[O:20])=[O:19])=[C:13]([CH2:28][CH3:29])[CH:12]=2)[CH:7]=[CH:6][C:5]=1[NH:30][S:31]([C:34]1[CH:39]=[CH:38][C:37]([CH3:40])=[CH:36][CH:35]=1)(=[O:33])=[O:32].